Dataset: Peptide-MHC class II binding affinity with 134,281 pairs from IEDB. Task: Regression. Given a peptide amino acid sequence and an MHC pseudo amino acid sequence, predict their binding affinity value. This is MHC class II binding data. (1) The peptide sequence is TARRHLAEGKVDTGV. The MHC is DRB1_1101 with pseudo-sequence DRB1_1101. The binding affinity (normalized) is 0. (2) The peptide sequence is TFKNAHAKKPEVVVL. The MHC is DRB1_0401 with pseudo-sequence DRB1_0401. The binding affinity (normalized) is 0.584. (3) The peptide sequence is GELQIVDKIDAASKI. The MHC is DRB1_1201 with pseudo-sequence DRB1_1201. The binding affinity (normalized) is 0.603. (4) The peptide sequence is HCNEMSWIQSIPFVH. The MHC is HLA-DQA10401-DQB10402 with pseudo-sequence HLA-DQA10401-DQB10402. The binding affinity (normalized) is 0.258. (5) The peptide sequence is EKKYFAATQFEYLAA. The MHC is HLA-DQA10401-DQB10402 with pseudo-sequence HLA-DQA10401-DQB10402. The binding affinity (normalized) is 0.469. (6) The peptide sequence is YLILKNLTGLVSTGS. The MHC is H-2-IAb with pseudo-sequence H-2-IAb. The binding affinity (normalized) is 0.385. (7) The peptide sequence is VVVHITDDNEEPIAP. The MHC is DRB1_0301 with pseudo-sequence DRB1_0301. The binding affinity (normalized) is 0.259. (8) The binding affinity (normalized) is 0.174. The peptide sequence is IRQAGVQYSR. The MHC is DRB1_0901 with pseudo-sequence DRB1_0901. (9) The peptide sequence is SVTIKLDGNLLSSND. The MHC is DRB1_1501 with pseudo-sequence DRB1_1501. The binding affinity (normalized) is 0.598. (10) The peptide sequence is KDEVRLSTRESNSEA. The MHC is DRB1_0101 with pseudo-sequence DRB1_0101. The binding affinity (normalized) is 0.258.